From a dataset of Drug-target binding data from BindingDB using IC50 measurements. Regression. Given a target protein amino acid sequence and a drug SMILES string, predict the binding affinity score between them. We predict pIC50 (pIC50 = -log10(IC50 in M); higher means more potent). Dataset: bindingdb_ic50. (1) The small molecule is COc1ccccc1N1C(=O)C=C(Sc2nc(C)cc(C)n2)C1=O. The target protein sequence is MEYETSLKCLDEIRCVNNVKYMETEDLTDFNKKSAYYICKEIYEKQLSNENGYVVIGLSGGKTPIDVYKNMCAIKDIKIDKNKLIFFIIDERYKNDDHKFSNYNNIKFLFDELNINKETQLYKPDTKKDLVSCIRDYNEQIKSMIEKYKKIDIVILGMGSDFHIASLFPNVYYNIYMNNYQNNYIYEDNETIRSLNADNNVNLSLLNEQVYFTTTNNFDVRKRITVSLNLLSNSTSKIFLLNTADKLNLWKNMLLNFYVNPNYNLYPAFKMIDSSNTTVIACGHKNYSKMLEDLYVQKDEALSPISNNNVENKNELLTIVIFGCSGDLAKKKIYPALFKLFCNNLLPKNIIIIGFARTGQDFESFFNKIAIYLKISLNSYKNLSVFEKAERLNSFKSKCRYFIGNYLSPESFENFDVYITQEERIALGCCGQKGNEKHKQVNVTSQFPNNHTSINIINNIDNGCESPMLTDSPKRYPCSSSYSSTSGTAVCPYSSQHDVK.... The pIC50 is 5.1. (2) The compound is C[C@]1(Cn2ccnn2)[C@H](C(=O)O)N2C(=O)C[C@H]2S1(=O)=O. The target protein (P13661) has sequence MKNTIHINFAIFLIIANIIYSSASASTDISTVASPLFEGTEGCFLLYDASTNAEIAQFNKAKCATQMAPDSTFKIALSLMAFDAEIIDQKTIFKWDKTPKGMEIWNSNHTPKTWMQFSVVWVSQEITQKIGLNKIKNYLKDFDYGNQDFSGDKERNNGLTEAWLESSLKISPEEQIQFLRKIINHNLPVKNSAIENTIENMYLQDLDNSTKLYGKTGAGFTANRTLQNGWFEGFIISKSGHKYVFVSALTGNLGSNLTSSIKAKKNAITILNTLNL. The pIC50 is 6.4. (3) The compound is [NH3+]CCOCCOCCNC(=O)C(F)c1ccc(OS(=O)(=O)[O-])cc1. The target protein (P51691) has sequence MSKRPNFLVIVADDLGFSDIGAFGGEIATPNLDALAIAGLRLTDFHTASTCSPTRSMLLTGTDHHIAGIGTMAEALTPELEGKPGYEGHLNERVVALPELLREAGYQTLMAGKWHLGLKPEQTPHARGFERSFSLLPGAANHYGFEPPYDESTPRILKGTPALYVEDERYLDTLPEGFYSSDAFGDKLLQYLKERDQSRPFFAYLPFSAPHWPLQAPREIVEKYRGRYDAGPEALRQERLARLKELGLVEADVEAHPVLALTREWEALEDEERAKSARAMEVYAAMVERMDWNIGRVVDYLRRQGELDNTFVLFMSDNGAEGALLEAFPKFGPDLLGFLDRHYDNSLENIGRANSYVWYGPRWAQAATAPSRLYKAFTTQGGIRVPALVRYPRLSRQGAISHAFATVMDVTPTLLDLAGVRHPGKRWRGREIAEPRGRSWLGWLSGETEAAHDENTVTGWELFGMRAIRQGDWKAVYLPAPVGPATWQLYDLARDPGEIH.... The pIC50 is 2.3. (4) The drug is C[C@H](NC(=O)OCc1ccccc1)C(=O)N[C@@H](C)C(=O)NN(CC(N)=O)C(=O)C=CC(=O)N(Cc1ccccc1)Cc1ccc2ccccc2c1. The target protein sequence is MFCLLQLARCDRFAVLIAGSNDFYNYRHQADIFNMYQQLVKRGFDDQHITMMAYDDIALSSENPFRGKVFHTLKHVNIYPGSSKINYAHNSVTADQFYTVLTTLKSTTSDNVYIYYDNHGGPGILGVPDGVPGGYIEAEPLAKAFDTMEAKGLYGKLFFGIEACYSGSVAAVFRAKNMCTITAANDDESSYAAVYDSTVGAYLSNEFSNYFMAYLDSNPQNTIGNLYTKVKAQTTGSHVCYYGDVNMKNLKLSDFLGTPNEVVAPKADAKIDIIPHYLATKSTLYQLAQSTDAKIAGRAKVALHEVIAAAEKLDLTLTSIAEILEPETKNVLRAKCGKITPEYFEVLHYFTEKYGVVKGDDMIKLRVLVNLALKHKVADIKAAIDAIC. The pIC50 is 8.2. (5) The drug is Oc1cc(Br)cc2c1Oc1cc(Br)cc(Br)c1O2. The target protein (P16050) has sequence MGLYRIRVSTGASLYAGSNNQVQLWLVGQHGEAALGKRLWPARGKETELKVEVPEYLGPLLFVKLRKRHLLKDDAWFCNWISVQGPGAGDEVRFPCYRWVEGNGVLSLPEGTGRTVGEDPQGLFQKHREEELEERRKLYRWGNWKDGLILNMAGAKLYDLPVDERFLEDKRVDFEVSLAKGLADLAIKDSLNVLTCWKDLDDFNRIFWCGQSKLAERVRDSWKEDALFGYQFLNGANPVVLRRSAHLPARLVFPPGMEELQAQLEKELEGGTLFEADFSLLDGIKANVILCSQQHLAAPLVMLKLQPDGKLLPMVIQLQLPRTGSPPPPLFLPTDPPMAWLLAKCWVRSSDFQLHELQSHLLRGHLMAEVIVVATMRCLPSIHPIFKLIIPHLRYTLEINVRARTGLVSDMGIFDQIMSTGGGGHVQLLKQAGAFLTYSSFCPPDDLADRGLLGVKSSFYAQDALRLWEIIYRYVEGIVSLHYKTDVAVKDDPELQTWCR.... The pIC50 is 6.1. (6) The compound is Cc1cc(CN(C)C)cc(C)c1NC(=O)c1ccc(-c2cc(Cl)ccc2Cl)o1. The target protein (O95977) has sequence MNATGTPVAPESCQQLAAGGHSRLIVLHYNHSGRLAGRGGPEDGGLGALRGLSVAASCLVVLENLLVLAAITSHMRSRRWVYYCLVNITLSDLLTGAAYLANVLLSGARTFRLAPAQWFLREGLLFTALAASTFSLLFTAGERFATMVRPVAESGATKTSRVYGFIGLCWLLAALLGMLPLLGWNCLCAFDRCSSLLPLYSKRYILFCLVIFAGVLATIMGLYGAIFRLVQASGQKAPRPAARRKARRLLKTVLMILLAFLVCWGPLFGLLLADVFGSNLWAQEYLRGMDWILALAVLNSAVNPIIYSFRSREVCRAVLSFLCCGCLRLGMRGPGDCLARAVEAHSGASTTDSSLRPRDSFRGSRSLSFRMREPLSSISSVRSI. The pIC50 is 6.5. (7) The target protein (P53008) has sequence MLISKSKMFKTFWILTSIVLLASATVDISKLQEFEEYQKFTNESLLWAPYRSNCYFGMRPRYVHESPLIMGIMWFNSLSQDGLHSLRHFATPQDKLQKYGWEVYDPRIGGKEVFIDEKNNLNLTVYFVKSKNGENWSVRVQGEPLDPKRPSTASVVLYFSQNGGEIDGKSSLAMIGHDGPNDMKFFGYSKELGEYHLTVKDNFGHYFKNPEYETMEVAPGSDCSKTSHLSLQIPDKEVWKARDVFQSLVSDSIRDILEKEETKQRPADLIPSVLTIRNLYNFNPGNFHYIQKTFDLTKKDGFQFDITYNKLGTTQSISTREQVTELITWSLNEINARFDKQFSFGEGPDSIESVEVKRRFALETLSNLLGGIGYFYGNQLIDRETEFDESQFTEIKLLNAKEEGPFELFTSVPSRGFFPRGFYWDEGFHLLQIMEYDFDLAFEILASWFEMIEDDSGWIAREIILGNEARSKVPQEFQVQNPNIANPPTLLLAFSEMLSR.... The pIC50 is 4.0. The small molecule is O=C(Cn1c(Cc2ccc(Cl)cc2Cl)nc2ccc([N+](=O)[O-])cc21)NNC(=S)Nc1ccccc1. (8) The target protein (O75387) has sequence MAPTLQQAYRRRWWMACTAVLENLFFSAVLLGWGSLLIILKNEGFYSSTCPAESSTNTTQDEQRRWPGCDQQDEMLNLGFTIGSFVLSATTLPLGILMDRFGPRPVRLVGSACFTASCTLMALASRDVEALSPLIFLALSLNGFGGICLTFTSLTLPNMFGNLRSTLMALMIGSYASSAITFPGIKLIYDAGVAFVVIMFTWSGLACLIFLNCTLNWPIEAFPAPEEVNYTKKIKLSGLALDHKVTGDLFYTHVTTMGQRLSQKAPSLEDGSDAFMSPQDVRGTSENLPERSVPLRKSLCSPTFLWSLLTMGMTQLRIIFYMAAVNKMLEYLVTGGQEHETNEQQQKVAETVGFYSSVFGAMQLLCLLTCPLIGYIMDWRIKDCVDAPTQGTVLGDARDGVATKSIRPRYCKIQKLTNAISAFTLTNLLLVGFGITCLINNLHLQFVTFVLHTIVRGFFHSACGSLYAAVFPSNHFGTLTGLQSLISAVFALLQQPLFMA.... The drug is CC(=O)OC[C@@]12[C@@H](OC(C)=O)CC[C@@H](C)[C@]13OC(C)(C)[C@H]([C@@H](O)[C@H]2OC(=O)c1ccccc1)[C@H]3OC(C)=O. The pIC50 is 3.9.